From a dataset of NCI-60 drug combinations with 297,098 pairs across 59 cell lines. Regression. Given two drug SMILES strings and cell line genomic features, predict the synergy score measuring deviation from expected non-interaction effect. (1) Drug 1: CC12CCC3C(C1CCC2=O)CC(=C)C4=CC(=O)C=CC34C. Drug 2: C1C(C(OC1N2C=C(C(=O)NC2=O)F)CO)O. Cell line: CAKI-1. Synergy scores: CSS=33.2, Synergy_ZIP=-2.25, Synergy_Bliss=-0.646, Synergy_Loewe=-5.34, Synergy_HSA=1.48. (2) Drug 1: CC=C1C(=O)NC(C(=O)OC2CC(=O)NC(C(=O)NC(CSSCCC=C2)C(=O)N1)C(C)C)C(C)C. Cell line: OVCAR-8. Drug 2: CC12CCC3C(C1CCC2O)C(CC4=C3C=CC(=C4)O)CCCCCCCCCS(=O)CCCC(C(F)(F)F)(F)F. Synergy scores: CSS=18.7, Synergy_ZIP=-1.62, Synergy_Bliss=4.65, Synergy_Loewe=-26.8, Synergy_HSA=2.23. (3) Drug 1: CCCCCOC(=O)NC1=NC(=O)N(C=C1F)C2C(C(C(O2)C)O)O. Drug 2: CC1CCC2CC(C(=CC=CC=CC(CC(C(=O)C(C(C(=CC(C(=O)CC(OC(=O)C3CCCCN3C(=O)C(=O)C1(O2)O)C(C)CC4CCC(C(C4)OC)OCCO)C)C)O)OC)C)C)C)OC. Cell line: IGROV1. Synergy scores: CSS=-0.625, Synergy_ZIP=0.953, Synergy_Bliss=-1.94, Synergy_Loewe=-80.7, Synergy_HSA=-6.17. (4) Drug 1: C(CC(=O)O)C(=O)CN.Cl. Drug 2: C1C(C(OC1N2C=NC(=NC2=O)N)CO)O. Cell line: SK-MEL-28. Synergy scores: CSS=-0.202, Synergy_ZIP=-5.06, Synergy_Bliss=-0.138, Synergy_Loewe=-2.48, Synergy_HSA=-2.48. (5) Cell line: SW-620. Synergy scores: CSS=4.58, Synergy_ZIP=0.499, Synergy_Bliss=4.01, Synergy_Loewe=-3.85, Synergy_HSA=-0.111. Drug 2: CS(=O)(=O)C1=CC(=C(C=C1)C(=O)NC2=CC(=C(C=C2)Cl)C3=CC=CC=N3)Cl. Drug 1: CNC(=O)C1=CC=CC=C1SC2=CC3=C(C=C2)C(=NN3)C=CC4=CC=CC=N4.